From a dataset of Catalyst prediction with 721,799 reactions and 888 catalyst types from USPTO. Predict which catalyst facilitates the given reaction. (1) Reactant: [Br:1][C:2]1[CH:7]=[CH:6][C:5]([NH2:8])=[CH:4][C:3]=1[CH3:9].[OH-].[Na+].[CH3:12][C:13]([CH3:18])=[CH:14][C:15](Cl)=[O:16]. Product: [Br:1][C:2]1[CH:7]=[CH:6][C:5]([NH:8][C:15](=[O:16])[CH:14]=[C:13]([CH3:18])[CH3:12])=[CH:4][C:3]=1[CH3:9]. The catalyst class is: 2. (2) Reactant: Cl[C:2]1[N:7]=[C:6]([NH:8][C:9]2[N:14]=[CH:13][C:12]3[N:15]=[C:16]([CH2:21][O:22][CH3:23])[N:17]([CH:18]([CH3:20])[CH3:19])[C:11]=3[CH:10]=2)[CH:5]=[CH:4][N:3]=1.[CH:24]1([S:27]([N:30]2[CH:34]=[C:33](B3OC(C)(C)C(C)(C)O3)[CH:32]=[N:31]2)(=[O:29])=[O:28])[CH2:26][CH2:25]1.C(=O)([O-])[O-].[Cs+].[Cs+]. Product: [CH:24]1([S:27]([N:30]2[CH:34]=[C:33]([C:2]3[N:7]=[C:6]([NH:8][C:9]4[N:14]=[CH:13][C:12]5[N:15]=[C:16]([CH2:21][O:22][CH3:23])[N:17]([CH:18]([CH3:20])[CH3:19])[C:11]=5[CH:10]=4)[CH:5]=[CH:4][N:3]=3)[CH:32]=[N:31]2)(=[O:28])=[O:29])[CH2:26][CH2:25]1. The catalyst class is: 38. (3) Reactant: [C:1]1([NH:7][C:8]2[C:13]([N+:14]([O-])=O)=[CH:12][C:11]([C:17]#[N:18])=[CH:10][C:9]=2[N+:19]([O-])=O)[CH:6]=[CH:5][CH:4]=[CH:3][CH:2]=1.Cl[Sn]Cl.[CH2:25](O)C.C(=O)([O-])[O-].[Na+].[Na+]. Product: [NH2:14][C:13]1[C:8]2[N:7]([C:1]3[CH:6]=[CH:5][CH:4]=[CH:3][CH:2]=3)[CH:25]=[N:19][C:9]=2[CH:10]=[C:11]([C:17]#[N:18])[CH:12]=1. The catalyst class is: 106. (4) Reactant: [CH3:1][O:2][C:3]1[CH:4]=[CH:5][C:6]2[NH:12][C:11](=[O:13])[N:10]([CH:14]3[CH2:19][CH2:18][NH:17][CH2:16][CH2:15]3)[CH2:9][CH2:8][C:7]=2[CH:20]=1.Cl[C:22]1[N:27]=[CH:26][N:25]=[C:24]([C:28]([N:30]2[C:38]3[C:33](=[CH:34][CH:35]=[CH:36][CH:37]=3)[CH2:32][CH:31]2[CH2:39][CH3:40])=[O:29])[CH:23]=1.CCN(C(C)C)C(C)C. Product: [CH2:39]([CH:31]1[CH2:32][C:33]2[C:38](=[CH:37][CH:36]=[CH:35][CH:34]=2)[N:30]1[C:28]([C:24]1[N:25]=[CH:26][N:27]=[C:22]([N:17]2[CH2:18][CH2:19][CH:14]([N:10]3[CH2:9][CH2:8][C:7]4[CH:20]=[C:3]([O:2][CH3:1])[CH:4]=[CH:5][C:6]=4[NH:12][C:11]3=[O:13])[CH2:15][CH2:16]2)[CH:23]=1)=[O:29])[CH3:40]. The catalyst class is: 3. (5) Reactant: [C:1]([O:5][C:6](=[O:38])[C:7]([S:10][C:11]1[S:12][CH:13]=[C:14]([CH2:16][CH2:17][N:18]([C:31]2[CH:36]=[CH:35][C:34]([Cl:37])=[CH:33][CH:32]=2)S(C2C=CC=CC=2[N+]([O-])=O)(=O)=O)[N:15]=1)([CH3:9])[CH3:8])([CH3:4])([CH3:3])[CH3:2].C1(S)C=CC=CC=1.C(=O)([O-])[O-].[K+].[K+].O. Product: [C:1]([O:5][C:6](=[O:38])[C:7]([S:10][C:11]1[S:12][CH:13]=[C:14]([CH2:16][CH2:17][NH:18][C:31]2[CH:32]=[CH:33][C:34]([Cl:37])=[CH:35][CH:36]=2)[N:15]=1)([CH3:9])[CH3:8])([CH3:2])([CH3:3])[CH3:4]. The catalyst class is: 9. (6) Reactant: [H-].[Na+].[I-].[CH3:4][S+](C)(C)=O.[CH2:9]([N:16]1[CH2:21][CH2:20][C:19](=[O:22])[CH2:18][CH2:17]1)[C:10]1[CH:15]=[CH:14][CH:13]=[CH:12][CH:11]=1. Product: [CH2:9]([N:16]1[CH2:21][CH2:20][C:19]2([CH2:4][O:22]2)[CH2:18][CH2:17]1)[C:10]1[CH:11]=[CH:12][CH:13]=[CH:14][CH:15]=1. The catalyst class is: 16.